This data is from Reaction yield outcomes from USPTO patents with 853,638 reactions. The task is: Predict the reaction yield, written as a fraction of the theoretical maximum amount of product (1.0 means a 100% yield; for example, 0.34 means a 34% yield). (1) The reactants are [Cl:1][C:2]1[CH:11]=[C:10]2[C:5]([C:6](=[O:32])[C:7]([CH2:18][NH:19][C:20]([C:22]3[CH:31]=[CH:30][C:25]([C:26]([O:28]C)=[O:27])=[CH:24][CH:23]=3)=[O:21])=[CH:8][N:9]2[C:12]2[CH:17]=[CH:16][CH:15]=[CH:14][CH:13]=2)=[CH:4][CH:3]=1.O.[OH-].[Li+]. The catalyst is O1CCCC1.O. The product is [Cl:1][C:2]1[CH:11]=[C:10]2[C:5]([C:6](=[O:32])[C:7]([CH2:18][NH:19][C:20]([C:22]3[CH:23]=[CH:24][C:25]([C:26]([OH:28])=[O:27])=[CH:30][CH:31]=3)=[O:21])=[CH:8][N:9]2[C:12]2[CH:13]=[CH:14][CH:15]=[CH:16][CH:17]=2)=[CH:4][CH:3]=1. The yield is 0.440. (2) The reactants are [OH:1][C:2]1[CH:3]=[C:4]([CH2:9][C:10]#[N:11])[CH:5]=[CH:6][C:7]=1[OH:8].CO[C:14](OC)([CH3:16])[CH3:15].CC1C=CC(S(O)(=O)=O)=CC=1. The catalyst is C1(C)C=CC=CC=1. The product is [CH3:15][C:14]1([CH3:16])[O:8][C:7]2[CH:6]=[CH:5][C:4]([CH2:9][C:10]#[N:11])=[CH:3][C:2]=2[O:1]1. The yield is 0.200. (3) The reactants are Br[C:2]1[CH:21]=[CH:20][C:5]2[N:6]=[C:7]([NH:10][C@H:11]3[C:19]4[C:14](=[CH:15][CH:16]=[CH:17][CH:18]=4)[CH2:13][CH2:12]3)[O:8][CH2:9][C:4]=2[CH:3]=1.[C-:22]#[N:23].O. The catalyst is CN(C)C=O.[Pd].C1(P(C2C=CC=CC=2)C2C=CC=CC=2)C=CC=CC=1.C1(P(C2C=CC=CC=2)C2C=CC=CC=2)C=CC=CC=1.C1(P(C2C=CC=CC=2)C2C=CC=CC=2)C=CC=CC=1.C1(P(C2C=CC=CC=2)C2C=CC=CC=2)C=CC=CC=1. The product is [C@H:11]1([NH:10][C:7]2[O:8][CH2:9][C:4]3[CH:3]=[C:2]([C:22]#[N:23])[CH:21]=[CH:20][C:5]=3[N:6]=2)[C:19]2[C:14](=[CH:15][CH:16]=[CH:17][CH:18]=2)[CH2:13][CH2:12]1. The yield is 0.410.